Dataset: TCR-epitope binding with 47,182 pairs between 192 epitopes and 23,139 TCRs. Task: Binary Classification. Given a T-cell receptor sequence (or CDR3 region) and an epitope sequence, predict whether binding occurs between them. (1) The epitope is FSKQLQQSM. The TCR CDR3 sequence is CASSLLTVRTEAFF. Result: 0 (the TCR does not bind to the epitope). (2) The epitope is LSDDAVVCFNSTY. The TCR CDR3 sequence is CASRDLYGANVLTF. Result: 1 (the TCR binds to the epitope). (3) The epitope is YFPLQSYGF. The TCR CDR3 sequence is CASSPSYAYEQYF. Result: 1 (the TCR binds to the epitope). (4) The epitope is YLQPRTFLL. The TCR CDR3 sequence is CASSLIAGVGTDTQYF. Result: 0 (the TCR does not bind to the epitope).